The task is: Predict the product of the given reaction.. This data is from Forward reaction prediction with 1.9M reactions from USPTO patents (1976-2016). (1) Given the reactants [CH2:1]([C:3]1[N:7]([C:8]2[N:16]=[C:15]3[C:11]([N:12]=[C:13]([CH:18]=O)[N:14]3[CH3:17])=[C:10]([N:20]3[CH2:25][CH2:24][O:23][CH2:22][CH2:21]3)[N:9]=2)[C:6]2[CH:26]=[CH:27][CH:28]=[CH:29][C:5]=2[N:4]=1)[CH3:2].[C:30]([O:34][C:35]([N:37]1[CH2:42][C@@H:41]2[CH2:43][C@H:38]1[CH2:39][NH:40]2)=[O:36])([CH3:33])([CH3:32])[CH3:31].C(O[BH-](OC(=O)C)OC(=O)C)(=O)C.[Na+], predict the reaction product. The product is: [C:30]([O:34][C:35]([N:37]1[CH2:42][C@@H:41]2[CH2:43][C@H:38]1[CH2:39][N:40]2[CH2:18][C:13]1[N:14]([CH3:17])[C:15]2[C:11]([N:12]=1)=[C:10]([N:20]1[CH2:21][CH2:22][O:23][CH2:24][CH2:25]1)[N:9]=[C:8]([N:7]1[C:6]3[CH:26]=[CH:27][CH:28]=[CH:29][C:5]=3[N:4]=[C:3]1[CH2:1][CH3:2])[N:16]=2)=[O:36])([CH3:33])([CH3:31])[CH3:32]. (2) Given the reactants [Si:1]([O:8][C@@H:9]1[C@@:26]2([CH3:27])[C:13](=[CH:14][CH:15]=[C:16]3[C@@H:25]2[CH2:24][CH2:23][C@@:21]2([CH3:22])[C@H:17]3[CH2:18][CH:19]=[C:20]2[CH2:28][OH:29])[CH2:12][C@@H:11]([O:30][Si:31]([C:34]([CH3:37])([CH3:36])[CH3:35])([CH3:33])[CH3:32])[CH2:10]1)([C:4]([CH3:7])([CH3:6])[CH3:5])([CH3:3])[CH3:2].[CH3:38][N:39]([CH3:44])[C:40](=[O:43])[CH:41]=[CH2:42].[H-].[Na+], predict the reaction product. The product is: [Si:1]([O:8][C@@H:9]1[C@@:26]2([CH3:27])[C:13](=[CH:14][CH:15]=[C:16]3[C@@H:25]2[CH2:24][CH2:23][C@@:21]2([CH3:22])[C@H:17]3[CH2:18][CH:19]=[C:20]2[CH2:28][O:29][CH2:42][CH2:41][C:40]([N:39]([CH3:44])[CH3:38])=[O:43])[CH2:12][C@@H:11]([O:30][Si:31]([C:34]([CH3:37])([CH3:36])[CH3:35])([CH3:32])[CH3:33])[CH2:10]1)([C:4]([CH3:7])([CH3:6])[CH3:5])([CH3:3])[CH3:2]. (3) Given the reactants [Br:1][C:2]1[CH:7]=[CH:6][C:5]([CH3:8])=[C:4]([N+:9]([O-:11])=[O:10])[CH:3]=1.[Br:12]N1C(=O)CCC1=O.C(OOC(=O)C1C=CC=CC=1)(=O)C1C=CC=CC=1, predict the reaction product. The product is: [Br:1][C:2]1[CH:7]=[CH:6][C:5]([CH2:8][Br:12])=[C:4]([N+:9]([O-:11])=[O:10])[CH:3]=1.